From a dataset of Forward reaction prediction with 1.9M reactions from USPTO patents (1976-2016). Predict the product of the given reaction. (1) Given the reactants Br[C:2]1[CH:3]=[C:4]([NH:10][C:11]2[CH:15]=[CH:14][N:13]([CH2:16][CH2:17][N:18]([CH3:26])[C:19](=[O:25])[O:20][C:21]([CH3:24])([CH3:23])[CH3:22])[N:12]=2)[C:5](=[O:9])[N:6]([CH3:8])[CH:7]=1.[C:27]([O:30][CH2:31][C:32]1[C:37](B2OC(C)(C)C(C)(C)O2)=[CH:36][CH:35]=[CH:34][C:33]=1[N:47]1[CH2:59][CH2:58][N:50]2[C:51]3[CH2:52][CH2:53][CH2:54][CH2:55][C:56]=3[CH:57]=[C:49]2[C:48]1=[O:60])(=[O:29])[CH3:28].CC(O[Na])=O.[O-]P([O-])([O-])=O.[K+].[K+].[K+], predict the reaction product. The product is: [C:27]([O:30][CH2:31][C:32]1[C:33]([N:47]2[CH2:59][CH2:58][N:50]3[C:51]4[CH2:52][CH2:53][CH2:54][CH2:55][C:56]=4[CH:57]=[C:49]3[C:48]2=[O:60])=[CH:34][CH:35]=[CH:36][C:37]=1[C:2]1[CH:3]=[C:4]([NH:10][C:11]2[CH:15]=[CH:14][N:13]([CH2:16][CH2:17][N:18]([C:19]([O:20][C:21]([CH3:24])([CH3:23])[CH3:22])=[O:25])[CH3:26])[N:12]=2)[C:5](=[O:9])[N:6]([CH3:8])[CH:7]=1)(=[O:29])[CH3:28]. (2) Given the reactants [CH2:1]([O:8][C:9]1[CH:14]=[CH:13][C:12](Br)=[C:11]([O:16][CH2:17][C:18]2[CH:23]=[CH:22][CH:21]=[CH:20][CH:19]=2)[C:10]=1[C:24]([F:27])([F:26])[F:25])[C:2]1[CH:7]=[CH:6][CH:5]=[CH:4][CH:3]=1.C([Sn](CCCC)(CCCC)[C:33]([O:35]CC)=[CH2:34])CCC, predict the reaction product. The product is: [CH2:17]([O:16][C:11]1[C:10]([C:24]([F:27])([F:26])[F:25])=[C:9]([O:8][CH2:1][C:2]2[CH:7]=[CH:6][CH:5]=[CH:4][CH:3]=2)[CH:14]=[CH:13][C:12]=1[C:33](=[O:35])[CH3:34])[C:18]1[CH:23]=[CH:22][CH:21]=[CH:20][CH:19]=1. (3) Given the reactants [F:1][C:2]([F:12])([F:11])[O:3][C:4]1[CH:9]=[CH:8][C:7]([OH:10])=[CH:6][CH:5]=1.[N+:13]([O-])([OH:15])=[O:14], predict the reaction product. The product is: [F:1][C:2]([F:11])([F:12])[O:3][C:4]1[CH:5]=[CH:6][C:7]([OH:10])=[C:8]([N+:13]([O-:15])=[O:14])[CH:9]=1. (4) Given the reactants [C:1]([O:5][C:6]([N:8]([CH2:22][C:23]1[CH:28]=[CH:27][C:26]([O:29][CH3:30])=[CH:25][CH:24]=1)[C:9]1[S:10][CH:11]=[C:12]([C:14](=[N+]=[N-])[C:15]([O:17][CH2:18][CH3:19])=[O:16])[N:13]=1)=[O:7])([CH3:4])([CH3:3])[CH3:2].[CH:31]([OH:34])([CH3:33])[CH3:32], predict the reaction product. The product is: [C:1]([O:5][C:6]([N:8]([CH2:22][C:23]1[CH:28]=[CH:27][C:26]([O:29][CH3:30])=[CH:25][CH:24]=1)[C:9]1[S:10][CH:11]=[C:12]([CH:14]([O:34][CH:31]([CH3:33])[CH3:32])[C:15]([O:17][CH2:18][CH3:19])=[O:16])[N:13]=1)=[O:7])([CH3:3])([CH3:2])[CH3:4].